From a dataset of NCI-60 drug combinations with 297,098 pairs across 59 cell lines. Regression. Given two drug SMILES strings and cell line genomic features, predict the synergy score measuring deviation from expected non-interaction effect. (1) Drug 1: CS(=O)(=O)OCCCCOS(=O)(=O)C. Drug 2: C1CN(P(=O)(OC1)NCCCl)CCCl. Cell line: T-47D. Synergy scores: CSS=-2.64, Synergy_ZIP=3.47, Synergy_Bliss=1.80, Synergy_Loewe=-0.630, Synergy_HSA=-2.30. (2) Drug 1: C1=NC(=NC(=O)N1C2C(C(C(O2)CO)O)O)N. Drug 2: CC1CCC2CC(C(=CC=CC=CC(CC(C(=O)C(C(C(=CC(C(=O)CC(OC(=O)C3CCCCN3C(=O)C(=O)C1(O2)O)C(C)CC4CCC(C(C4)OC)OCCO)C)C)O)OC)C)C)C)OC. Cell line: HT29. Synergy scores: CSS=25.0, Synergy_ZIP=-4.12, Synergy_Bliss=1.56, Synergy_Loewe=2.38, Synergy_HSA=2.84. (3) Drug 1: CC1=C(C=C(C=C1)NC2=NC=CC(=N2)N(C)C3=CC4=NN(C(=C4C=C3)C)C)S(=O)(=O)N.Cl. Drug 2: COC1=C(C=C2C(=C1)N=CN=C2NC3=CC(=C(C=C3)F)Cl)OCCCN4CCOCC4. Cell line: U251. Synergy scores: CSS=40.0, Synergy_ZIP=2.63, Synergy_Bliss=8.56, Synergy_Loewe=13.2, Synergy_HSA=13.6. (4) Drug 1: CC1=C(C(CCC1)(C)C)C=CC(=CC=CC(=CC(=O)O)C)C. Drug 2: C1=NNC2=C1C(=O)NC=N2. Cell line: MCF7. Synergy scores: CSS=12.7, Synergy_ZIP=-4.24, Synergy_Bliss=-1.96, Synergy_Loewe=-5.75, Synergy_HSA=-1.10. (5) Drug 1: CC1=C2C(C(=O)C3(C(CC4C(C3C(C(C2(C)C)(CC1OC(=O)C(C(C5=CC=CC=C5)NC(=O)OC(C)(C)C)O)O)OC(=O)C6=CC=CC=C6)(CO4)OC(=O)C)O)C)O. Drug 2: CC1C(C(CC(O1)OC2CC(CC3=C2C(=C4C(=C3O)C(=O)C5=C(C4=O)C(=CC=C5)OC)O)(C(=O)CO)O)N)O.Cl. Cell line: ACHN. Synergy scores: CSS=33.0, Synergy_ZIP=-6.73, Synergy_Bliss=-3.40, Synergy_Loewe=-8.52, Synergy_HSA=-1.26. (6) Drug 1: C1CCN(CC1)CCOC2=CC=C(C=C2)C(=O)C3=C(SC4=C3C=CC(=C4)O)C5=CC=C(C=C5)O. Drug 2: C1CC(C1)(C(=O)O)C(=O)O.[NH2-].[NH2-].[Pt+2]. Cell line: HCC-2998. Synergy scores: CSS=15.7, Synergy_ZIP=-1.90, Synergy_Bliss=1.81, Synergy_Loewe=-1.47, Synergy_HSA=-1.60.